Dataset: Full USPTO retrosynthesis dataset with 1.9M reactions from patents (1976-2016). Task: Predict the reactants needed to synthesize the given product. (1) The reactants are: Cl[CH2:2][C:3]1[CH:4]=[C:5]([CH:20]=[CH:21][CH:22]=1)[O:6][CH2:7][C:8]1[N:9]=[C:10]([C:14]2[CH:19]=[CH:18][CH:17]=[CH:16][CH:15]=2)[O:11][C:12]=1[CH3:13].[CH2:23]([O:25][C:26]1[CH:31]=[CH:30][C:29]([OH:32])=[CH:28][C:27]=1[CH2:33][CH2:34][C:35]([O:37]CC)=[O:36])[CH3:24].C(=O)([O-])[O-].[K+].[K+].CN(C)C=O. Given the product [CH2:23]([O:25][C:26]1[CH:31]=[CH:30][C:29]([O:32][CH2:2][C:3]2[CH:22]=[CH:21][CH:20]=[C:5]([O:6][CH2:7][C:8]3[N:9]=[C:10]([C:14]4[CH:19]=[CH:18][CH:17]=[CH:16][CH:15]=4)[O:11][C:12]=3[CH3:13])[CH:4]=2)=[CH:28][C:27]=1[CH2:33][CH2:34][C:35]([OH:37])=[O:36])[CH3:24], predict the reactants needed to synthesize it. (2) Given the product [CH2:28]([O:27][NH:26][C:24](=[O:25])[CH2:23][CH2:22][CH2:21][CH2:20][NH:19][C:14](=[O:16])[C:13]([C:1]1[C:11]2=[C:12]3[C:7](=[CH:8][CH:9]=[CH:10]2)[CH2:6][CH2:5][CH2:4][N:3]3[CH:2]=1)=[O:17])[C:29]1[CH:34]=[CH:33][CH:32]=[CH:31][CH:30]=1, predict the reactants needed to synthesize it. The reactants are: [C:1]1([C:13](=[O:17])[C:14]([OH:16])=O)[C:11]2=[C:12]3[C:7](=[CH:8][CH:9]=[CH:10]2)[CH2:6][CH2:5][CH2:4][N:3]3[CH:2]=1.Cl.[NH2:19][CH2:20][CH2:21][CH2:22][CH2:23][C:24]([NH:26][O:27][CH2:28][C:29]1[CH:34]=[CH:33][CH:32]=[CH:31][CH:30]=1)=[O:25].